From a dataset of Forward reaction prediction with 1.9M reactions from USPTO patents (1976-2016). Predict the product of the given reaction. The product is: [F:17][C:14]([F:15])([F:16])[C:6]1[CH:7]=[C:8]2[C:13](=[C:4]([NH2:1])[CH:5]=1)[N:12]=[CH:11][CH:10]=[CH:9]2. Given the reactants [N+:1]([C:4]1[CH:5]=[C:6]([C:14]([F:17])([F:16])[F:15])[CH:7]=[C:8]2[C:13]=1[N:12]=[CH:11][CH:10]=[CH:9]2)([O-])=O.O.O.[Sn](Cl)Cl.[OH-].[Na+], predict the reaction product.